Regression/Classification. Given a drug SMILES string, predict its toxicity properties. Task type varies by dataset: regression for continuous values (e.g., LD50, hERG inhibition percentage) or binary classification for toxic/non-toxic outcomes (e.g., AMES mutagenicity, cardiotoxicity, hepatotoxicity). Dataset: herg_karim. From a dataset of hERG potassium channel inhibition data for cardiac toxicity prediction from Karim et al.. (1) The compound is O=c1ccc2ncc(F)c3c2n1CC3(O)CC12CCC(N/C=C/c3ccccn3)(CC1)CO2. The result is 1 (blocker). (2) The compound is NCc1ccc(F)c(C2CCN(C(=O)c3cc(C(N)=O)cc(-c4nc(-c5cccs5)no4)c3)CC2)c1. The result is 0 (non-blocker). (3) The molecule is CC(=O)N1CCC(n2nc(C)c(Nc3ncc(Cl)c(-c4cnn5ccccc45)n3)c2C)CC1. The result is 0 (non-blocker). (4) The compound is Fc1cccc2c(-c3nc(CN4CCCC4)cs3)cn(CC3CCOCC3)c12. The result is 1 (blocker). (5) The compound is CO[C@@H]1COCC[C@@H]1N[C@@H]1CC[C@@](C(=O)N2CCN(c3nc(C(F)(F)F)cs3)CC2)(C(C)C)C1. The result is 0 (non-blocker). (6) The molecule is O=C(Cc1ccc(OCC[C@@H]2C[C@@H]2C2CCN(c3ncc(Cl)cn3)CC2)cc1F)N1CCC1. The result is 1 (blocker). (7) The compound is CO[C@]1(CC23CCC(NCc4ccc5c(n4)NC(=O)CO5)(CC2)CO3)Cn2c(=O)ccc3ncc(F)c1c32. The result is 0 (non-blocker). (8) The compound is NCCCC[C@H](NC(=O)OCc1ccccc1)C(=O)c1noc(CN2CCN(C(=O)CCCc3ccccc3)CC2)n1. The result is 1 (blocker). (9) The compound is CNC(=O)c1ccc(-c2ccc3c(c2)CCN(CCN2CCCC2)C3=O)cc1. The result is 0 (non-blocker).